This data is from NCI-60 drug combinations with 297,098 pairs across 59 cell lines. The task is: Regression. Given two drug SMILES strings and cell line genomic features, predict the synergy score measuring deviation from expected non-interaction effect. (1) Drug 1: C1CN1C2=NC(=NC(=N2)N3CC3)N4CC4. Drug 2: CN(C(=O)NC(C=O)C(C(C(CO)O)O)O)N=O. Cell line: NCI-H460. Synergy scores: CSS=37.2, Synergy_ZIP=0.541, Synergy_Bliss=-2.96, Synergy_Loewe=-40.3, Synergy_HSA=-3.46. (2) Drug 1: CN(C)C1=NC(=NC(=N1)N(C)C)N(C)C. Drug 2: C1CC(=O)NC(=O)C1N2C(=O)C3=CC=CC=C3C2=O. Cell line: MOLT-4. Synergy scores: CSS=-17.4, Synergy_ZIP=3.17, Synergy_Bliss=-9.00, Synergy_Loewe=-12.9, Synergy_HSA=-14.0. (3) Drug 1: CCC1=CC2CC(C3=C(CN(C2)C1)C4=CC=CC=C4N3)(C5=C(C=C6C(=C5)C78CCN9C7C(C=CC9)(C(C(C8N6C)(C(=O)OC)O)OC(=O)C)CC)OC)C(=O)OC.C(C(C(=O)O)O)(C(=O)O)O. Drug 2: CNC(=O)C1=NC=CC(=C1)OC2=CC=C(C=C2)NC(=O)NC3=CC(=C(C=C3)Cl)C(F)(F)F. Cell line: U251. Synergy scores: CSS=41.3, Synergy_ZIP=-0.520, Synergy_Bliss=-0.943, Synergy_Loewe=-12.0, Synergy_HSA=0.265. (4) Drug 2: CCC1(CC2CC(C3=C(CCN(C2)C1)C4=CC=CC=C4N3)(C5=C(C=C6C(=C5)C78CCN9C7C(C=CC9)(C(C(C8N6C=O)(C(=O)OC)O)OC(=O)C)CC)OC)C(=O)OC)O.OS(=O)(=O)O. Drug 1: CC1=CC=C(C=C1)C2=CC(=NN2C3=CC=C(C=C3)S(=O)(=O)N)C(F)(F)F. Cell line: PC-3. Synergy scores: CSS=4.68, Synergy_ZIP=-6.10, Synergy_Bliss=-4.62, Synergy_Loewe=-46.0, Synergy_HSA=-6.00. (5) Drug 1: C1CCC(C1)C(CC#N)N2C=C(C=N2)C3=C4C=CNC4=NC=N3. Drug 2: CC1=C(C(=O)C2=C(C1=O)N3CC4C(C3(C2COC(=O)N)OC)N4)N. Cell line: COLO 205. Synergy scores: CSS=41.4, Synergy_ZIP=5.74, Synergy_Bliss=2.12, Synergy_Loewe=-22.9, Synergy_HSA=-3.30. (6) Drug 1: CC12CCC(CC1=CCC3C2CCC4(C3CC=C4C5=CN=CC=C5)C)O. Drug 2: C(CN)CNCCSP(=O)(O)O. Cell line: SNB-75. Synergy scores: CSS=1.28, Synergy_ZIP=-0.558, Synergy_Bliss=-2.92, Synergy_Loewe=-2.90, Synergy_HSA=-3.20. (7) Drug 1: CC12CCC3C(C1CCC2O)C(CC4=C3C=CC(=C4)O)CCCCCCCCCS(=O)CCCC(C(F)(F)F)(F)F. Drug 2: C1CNP(=O)(OC1)N(CCCl)CCCl. Cell line: RPMI-8226. Synergy scores: CSS=6.88, Synergy_ZIP=-1.66, Synergy_Bliss=-2.15, Synergy_Loewe=2.77, Synergy_HSA=-1.49.